From a dataset of Catalyst prediction with 721,799 reactions and 888 catalyst types from USPTO. Predict which catalyst facilitates the given reaction. (1) Reactant: [CH3:1][CH:2]([CH3:25])[CH2:3][C@H:4]([N:8]1[CH2:12][C:11]([O:13][C:14]2[CH:19]=[CH:18][CH:17]=[C:16]([C:20]([F:23])([F:22])[F:21])[CH:15]=2)=[CH:10][C:9]1=[O:24])[C:5](O)=[O:6].CN(C)CCCN=C=NCC.ON1C2C=CC=CC=2N=N1.[CH3:47][C:48]1([CH3:60])[O:52][C@H:51]([CH2:53][N:54]2[CH:58]=[CH:57][C:56]([NH2:59])=[N:55]2)[CH2:50][O:49]1. Product: [CH3:47][C:48]1([CH3:60])[O:52][C@H:51]([CH2:53][N:54]2[CH:58]=[CH:57][C:56]([NH:59][C:5](=[O:6])[C@@H:4]([N:8]3[CH2:12][C:11]([O:13][C:14]4[CH:19]=[CH:18][CH:17]=[C:16]([C:20]([F:23])([F:22])[F:21])[CH:15]=4)=[CH:10][C:9]3=[O:24])[CH2:3][CH:2]([CH3:25])[CH3:1])=[N:55]2)[CH2:50][O:49]1. The catalyst class is: 4. (2) The catalyst class is: 1. Product: [Cl:30][C:27]1[CH:28]=[CH:29][C:24]([O:23][C:20]2[CH:19]=[CH:18][C:17]([CH2:16][CH2:15][O:14][C:11]3[NH:12][CH:13]=[C:8]([CH2:7][C:6]4[O:36][C:1]([CH3:2])=[N:4][N:5]=4)[C:9](=[O:35])[N:10]=3)=[CH:22][CH:21]=2)=[CH:25][C:26]=1[C:31]([F:34])([F:32])[F:33]. Reactant: [C:1]([NH:4][NH:5][C:6](=[O:36])[CH2:7][C:8]1[C:9](=[O:35])[N:10]=[C:11]([O:14][CH2:15][CH2:16][C:17]2[CH:22]=[CH:21][C:20]([O:23][C:24]3[CH:29]=[CH:28][C:27]([Cl:30])=[C:26]([C:31]([F:34])([F:33])[F:32])[CH:25]=3)=[CH:19][CH:18]=2)[NH:12][CH:13]=1)(=O)[CH3:2].CC[N+](S(N=C(OC)[O-])(=O)=O)(CC)CC. (3) Reactant: [CH3:1][C:2]1[S:12][C:5]2[N:6]=[C:7]([CH3:11])[CH:8]=[C:9]([NH2:10])[C:4]=2[C:3]=1[C:13]1[CH:18]=[CH:17][CH:16]=[C:15]([O:19][CH3:20])[CH:14]=1.[Li+].C[Si]([N-][Si](C)(C)C)(C)C.[Cl:31][C:32]1[CH:42]=[CH:41][C:35]([CH2:36][S:37](Cl)(=[O:39])=[O:38])=[CH:34][CH:33]=1. Product: [Cl:31][C:32]1[CH:33]=[CH:34][C:35]([CH2:36][S:37]([NH:10][C:9]2[CH:8]=[C:7]([CH3:11])[N:6]=[C:5]3[S:12][C:2]([CH3:1])=[C:3]([C:13]4[CH:18]=[CH:17][CH:16]=[C:15]([O:19][CH3:20])[CH:14]=4)[C:4]=23)(=[O:39])=[O:38])=[CH:41][CH:42]=1. The catalyst class is: 20. (4) The catalyst class is: 2. Reactant: [OH:1][C@H:2]1[C@H:11]([NH:12]C(=O)OC(C)(C)C)[CH2:10][C:9]2[N:8]=[CH:7][C:6]([N:20]3[C:25](=[O:26])[CH:24]=[N:23][C:22]4[CH:27]=[CH:28][C:29]([O:31][CH3:32])=[N:30][C:21]3=4)=[CH:5][C:4]=2[CH2:3]1.Cl.O1CCOCC1. Product: [NH2:12][C@@H:11]1[CH2:10][C:9]2[N:8]=[CH:7][C:6]([N:20]3[C:25](=[O:26])[CH:24]=[N:23][C:22]4[CH:27]=[CH:28][C:29]([O:31][CH3:32])=[N:30][C:21]3=4)=[CH:5][C:4]=2[CH2:3][C@H:2]1[OH:1]. (5) Reactant: [Br:1][C:2]1[CH:7]=[CH:6][C:5]([N:8]2[C:12](=[O:13])[NH:11][N:10]=[CH:9]2)=[C:4]([F:14])[CH:3]=1.[H-].[Na+].Br[CH2:18][CH2:19][N:20]([CH:28]([CH3:30])[CH3:29])[C:21](=[O:27])[O:22][C:23]([CH3:26])([CH3:25])[CH3:24]. Product: [Br:1][C:2]1[CH:7]=[CH:6][C:5]([N:8]2[C:12](=[O:13])[N:11]([CH2:18][CH2:19][N:20]([CH:28]([CH3:29])[CH3:30])[C:21](=[O:27])[O:22][C:23]([CH3:25])([CH3:24])[CH3:26])[N:10]=[CH:9]2)=[C:4]([F:14])[CH:3]=1. The catalyst class is: 9. (6) Reactant: CC(OC(/N=N/C(OC(C)C)=O)=O)C.[OH:15][CH2:16][CH:17]1[CH2:22][N:21]([C:23]([O:25][C:26]([CH3:29])([CH3:28])[CH3:27])=[O:24])[CH2:20][CH2:19][N:18]1[C:30]([O:32][CH2:33][C:34]1[CH:39]=[CH:38][CH:37]=[CH:36][CH:35]=1)=[O:31].O[C:41]1[CH:42]=[N:43][CH:44]=[CH:45][CH:46]=1.C1(P(C2C=CC=CC=2)C2C=CC=CC=2)C=CC=CC=1. Product: [N:43]1[CH:44]=[CH:45][CH:46]=[C:41]([O:15][CH2:16][CH:17]2[CH2:22][N:21]([C:23]([O:25][C:26]([CH3:28])([CH3:29])[CH3:27])=[O:24])[CH2:20][CH2:19][N:18]2[C:30]([O:32][CH2:33][C:34]2[CH:35]=[CH:36][CH:37]=[CH:38][CH:39]=2)=[O:31])[CH:42]=1. The catalyst class is: 1. (7) Reactant: [F:1][C:2]1[CH:7]=[CH:6][C:5]([O:8][CH3:9])=[CH:4][C:3]=1[C:10]1[CH:15]=[CH:14][C:13]([C:16]([O:18][CH3:19])=[O:17])=[CH:12][C:11]=1[CH:20]=[O:21].Br[CH2:23][CH:24]=[C:25]([CH3:27])[CH3:26].[I-].[Na+].[In]. Product: [F:1][C:2]1[CH:7]=[CH:6][C:5]([O:8][CH3:9])=[CH:4][C:3]=1[C:10]1[CH:15]=[CH:14][C:13]([C:16]([O:18][CH3:19])=[O:17])=[CH:12][C:11]=1[CH:20]([OH:21])[C:25]([CH3:27])([CH3:26])[CH:24]=[CH2:23]. The catalyst class is: 3. (8) Reactant: [CH2:1]([O:3][C:4]([C:6]1[O:7][C:8]2[CH:15]=[CH:14][CH:13]=[C:12]([OH:16])[C:9]=2[C:10]=1[CH3:11])=[O:5])[CH3:2].I[CH2:18][CH2:19][CH3:20].C([O-])([O-])=O.[K+].[K+]. Product: [CH2:1]([O:3][C:4]([C:6]1[O:7][C:8]2[CH:15]=[CH:14][CH:13]=[C:12]([O:16][CH2:18][CH2:19][CH3:20])[C:9]=2[C:10]=1[CH3:11])=[O:5])[CH3:2]. The catalyst class is: 3. (9) Reactant: [Cl:1][C:2]1[CH:7]=[CH:6][CH:5]=[C:4]([N:8]2[CH2:13][CH2:12][N:11]([CH2:14][CH3:15])[CH2:10][CH2:9]2)[C:3]=1[CH2:16]O.P(Br)(Br)[Br:19]. Product: [Br:19][CH2:16][C:3]1[C:2]([Cl:1])=[CH:7][CH:6]=[CH:5][C:4]=1[N:8]1[CH2:13][CH2:12][N:11]([CH2:14][CH3:15])[CH2:10][CH2:9]1. The catalyst class is: 4.